From a dataset of NCI-60 drug combinations with 297,098 pairs across 59 cell lines. Regression. Given two drug SMILES strings and cell line genomic features, predict the synergy score measuring deviation from expected non-interaction effect. (1) Drug 1: CC1=C(C=C(C=C1)NC2=NC=CC(=N2)N(C)C3=CC4=NN(C(=C4C=C3)C)C)S(=O)(=O)N.Cl. Drug 2: CC1=C2C(C(=O)C3(C(CC4C(C3C(C(C2(C)C)(CC1OC(=O)C(C(C5=CC=CC=C5)NC(=O)OC(C)(C)C)O)O)OC(=O)C6=CC=CC=C6)(CO4)OC(=O)C)OC)C)OC. Cell line: NCI-H322M. Synergy scores: CSS=42.1, Synergy_ZIP=2.27, Synergy_Bliss=0.245, Synergy_Loewe=-64.5, Synergy_HSA=-1.07. (2) Drug 2: CNC(=O)C1=NC=CC(=C1)OC2=CC=C(C=C2)NC(=O)NC3=CC(=C(C=C3)Cl)C(F)(F)F. Drug 1: CCN(CC)CCNC(=O)C1=C(NC(=C1C)C=C2C3=C(C=CC(=C3)F)NC2=O)C. Cell line: HS 578T. Synergy scores: CSS=5.26, Synergy_ZIP=-0.148, Synergy_Bliss=3.20, Synergy_Loewe=-1.81, Synergy_HSA=1.91. (3) Drug 1: CN(C)C1=NC(=NC(=N1)N(C)C)N(C)C. Drug 2: C1C(C(OC1N2C=NC(=NC2=O)N)CO)O. Cell line: IGROV1. Synergy scores: CSS=9.29, Synergy_ZIP=-0.390, Synergy_Bliss=3.76, Synergy_Loewe=1.88, Synergy_HSA=3.51. (4) Drug 1: CS(=O)(=O)OCCCCOS(=O)(=O)C. Drug 2: CCN(CC)CCCC(C)NC1=C2C=C(C=CC2=NC3=C1C=CC(=C3)Cl)OC. Cell line: SK-MEL-28. Synergy scores: CSS=2.82, Synergy_ZIP=-2.99, Synergy_Bliss=-3.85, Synergy_Loewe=-6.61, Synergy_HSA=-3.22. (5) Drug 1: CS(=O)(=O)C1=CC(=C(C=C1)C(=O)NC2=CC(=C(C=C2)Cl)C3=CC=CC=N3)Cl. Drug 2: CCCS(=O)(=O)NC1=C(C(=C(C=C1)F)C(=O)C2=CNC3=C2C=C(C=N3)C4=CC=C(C=C4)Cl)F. Cell line: A498. Synergy scores: CSS=1.92, Synergy_ZIP=-1.60, Synergy_Bliss=-1.17, Synergy_Loewe=-3.30, Synergy_HSA=-2.64. (6) Drug 1: COC1=CC(=CC(=C1O)OC)C2C3C(COC3=O)C(C4=CC5=C(C=C24)OCO5)OC6C(C(C7C(O6)COC(O7)C8=CC=CS8)O)O. Drug 2: C1=NC2=C(N=C(N=C2N1C3C(C(C(O3)CO)O)O)F)N. Cell line: HCT116. Synergy scores: CSS=46.7, Synergy_ZIP=-4.84, Synergy_Bliss=-7.69, Synergy_Loewe=-27.8, Synergy_HSA=-5.31. (7) Drug 1: CC1C(C(CC(O1)OC2CC(OC(C2O)C)OC3=CC4=CC5=C(C(=O)C(C(C5)C(C(=O)C(C(C)O)O)OC)OC6CC(C(C(O6)C)O)OC7CC(C(C(O7)C)O)OC8CC(C(C(O8)C)O)(C)O)C(=C4C(=C3C)O)O)O)O. Drug 2: CC1C(C(CC(O1)OC2CC(CC3=C2C(=C4C(=C3O)C(=O)C5=CC=CC=C5C4=O)O)(C(=O)C)O)N)O. Cell line: SN12C. Synergy scores: CSS=59.7, Synergy_ZIP=13.5, Synergy_Bliss=12.9, Synergy_Loewe=-1.43, Synergy_HSA=14.7. (8) Drug 1: CN1C2=C(C=C(C=C2)N(CCCl)CCCl)N=C1CCCC(=O)O.Cl. Drug 2: CC1CCC2CC(C(=CC=CC=CC(CC(C(=O)C(C(C(=CC(C(=O)CC(OC(=O)C3CCCCN3C(=O)C(=O)C1(O2)O)C(C)CC4CCC(C(C4)OC)O)C)C)O)OC)C)C)C)OC. Cell line: CCRF-CEM. Synergy scores: CSS=-12.2, Synergy_ZIP=2.34, Synergy_Bliss=-4.52, Synergy_Loewe=-9.41, Synergy_HSA=-11.7. (9) Drug 1: CN(CC1=CN=C2C(=N1)C(=NC(=N2)N)N)C3=CC=C(C=C3)C(=O)NC(CCC(=O)O)C(=O)O. Drug 2: CC1CCCC2(C(O2)CC(NC(=O)CC(C(C(=O)C(C1O)C)(C)C)O)C(=CC3=CSC(=N3)C)C)C. Cell line: OVCAR-4. Synergy scores: CSS=49.6, Synergy_ZIP=-7.02, Synergy_Bliss=-10.6, Synergy_Loewe=-15.3, Synergy_HSA=-5.20.